This data is from Merck oncology drug combination screen with 23,052 pairs across 39 cell lines. The task is: Regression. Given two drug SMILES strings and cell line genomic features, predict the synergy score measuring deviation from expected non-interaction effect. (1) Drug 1: N#Cc1ccc(Cn2cncc2CN2CCN(c3cccc(Cl)c3)C(=O)C2)cc1. Drug 2: CC1(c2nc3c(C(N)=O)cccc3[nH]2)CCCN1. Cell line: DLD1. Synergy scores: synergy=2.97. (2) Drug 1: CN1C(=O)C=CC2(C)C3CCC4(C)C(NC(=O)OCC(F)(F)F)CCC4C3CCC12. Drug 2: COC1=C2CC(C)CC(OC)C(O)C(C)C=C(C)C(OC(N)=O)C(OC)C=CC=C(C)C(=O)NC(=CC1=O)C2=O. Cell line: MSTO. Synergy scores: synergy=-2.53.